Dataset: Full USPTO retrosynthesis dataset with 1.9M reactions from patents (1976-2016). Task: Predict the reactants needed to synthesize the given product. (1) Given the product [Cl:20][C:21]1[CH:22]=[C:23]([C@H:28]([NH:30][C:2]2[N:7]=[C:6]([N:8]3[C@H:12]([C:13]4[CH:18]=[CH:17][CH:16]=[CH:15][CH:14]=4)[CH2:11][O:10][C:9]3=[O:19])[CH:5]=[CH:4][N:3]=2)[CH3:29])[CH:24]=[CH:25][C:26]=1[Cl:27].[Cl:20][C:21]1[CH:22]=[C:23]([C@@H:28]([NH:30][C:2]2[N:7]=[C:6]([N:8]3[C@H:12]([C:13]4[CH:18]=[CH:17][CH:16]=[CH:15][CH:14]=4)[CH2:11][O:10][C:9]3=[O:19])[CH:5]=[CH:4][N:3]=2)[CH3:29])[CH:24]=[CH:25][C:26]=1[Cl:27], predict the reactants needed to synthesize it. The reactants are: Cl[C:2]1[N:7]=[C:6]([N:8]2[C@H:12]([C:13]3[CH:18]=[CH:17][CH:16]=[CH:15][CH:14]=3)[CH2:11][O:10][C:9]2=[O:19])[CH:5]=[CH:4][N:3]=1.[Cl:20][C:21]1[CH:22]=[C:23]([CH:28]([NH2:30])[CH3:29])[CH:24]=[CH:25][C:26]=1[Cl:27]. (2) Given the product [CH3:1][O:2][C:3]([C:5]1[C@@H:6]2[N:21]([C:22]([O:24][C:25]([CH3:28])([CH3:26])[CH3:27])=[O:23])[C@H:10]([CH2:11][C:12]=1[C:55]1[CH:54]=[N:53][C:52]([O:51][CH2:50][C:48]3[O:47][N:46]=[C:45]([C:38]4[C:39]([F:44])=[CH:40][CH:41]=[C:42]([F:43])[C:37]=4[Cl:36])[CH:49]=3)=[CH:57][CH:56]=1)[CH2:9][N:8]([C:29]([O:31][C:32]([CH3:35])([CH3:34])[CH3:33])=[O:30])[CH2:7]2)=[O:4], predict the reactants needed to synthesize it. The reactants are: [CH3:1][O:2][C:3]([C:5]1[C@@H:6]2[N:21]([C:22]([O:24][C:25]([CH3:28])([CH3:27])[CH3:26])=[O:23])[C@H:10]([CH2:11][C:12]=1OS(C(F)(F)F)(=O)=O)[CH2:9][N:8]([C:29]([O:31][C:32]([CH3:35])([CH3:34])[CH3:33])=[O:30])[CH2:7]2)=[O:4].[Cl:36][C:37]1[C:42]([F:43])=[CH:41][CH:40]=[C:39]([F:44])[C:38]=1[C:45]1[CH:49]=[C:48]([CH2:50][O:51][C:52]2[CH:57]=[CH:56][C:55](B3OC(C)(C)C(C)(C)O3)=[CH:54][N:53]=2)[O:47][N:46]=1.N#N. (3) Given the product [C:5]1([S:11]([N:14]2[C:22]3[C:17](=[CH:18][C:19]([NH:23][C:24]4[C:33]5[C:28](=[CH:29][CH:30]=[C:31]([C:40]6[CH:41]=[CH:42][C:37]([CH:35]=[O:36])=[CH:38][CH:39]=6)[CH:32]=5)[N:27]=[CH:26][N:25]=4)=[CH:20][CH:21]=3)[CH:16]=[CH:15]2)(=[O:13])=[O:12])[CH:10]=[CH:9][CH:8]=[CH:7][CH:6]=1, predict the reactants needed to synthesize it. The reactants are: CCCC.[C:5]1([S:11]([N:14]2[C:22]3[C:17](=[CH:18][C:19]([NH:23][C:24]4[C:33]5[C:28](=[CH:29][CH:30]=[C:31](I)[CH:32]=5)[N:27]=[CH:26][N:25]=4)=[CH:20][CH:21]=3)[CH:16]=[CH:15]2)(=[O:13])=[O:12])[CH:10]=[CH:9][CH:8]=[CH:7][CH:6]=1.[CH:35]([C:37]1[CH:42]=[CH:41][C:40](B(O)O)=[CH:39][CH:38]=1)=[O:36].C([O-])([O-])=O.[Na+].[Na+].